From a dataset of Reaction yield outcomes from USPTO patents with 853,638 reactions. Predict the reaction yield, written as a fraction of the theoretical maximum amount of product (1.0 means a 100% yield; for example, 0.34 means a 34% yield). (1) The reactants are [I:1][C:2]1[CH:3]=[C:4]2[C:8](=[CH:9][CH:10]=1)[NH:7][C:6](=[O:11])[C:5]2=O.[NH:13]([S:15]([C:18]1[CH:19]=[CH:20][C:21]([OH:27])=[C:22]([CH:26]=1)[C:23]([OH:25])=[O:24])(=[O:17])=[O:16])[NH2:14]. The catalyst is C(O)(=O)C. The product is [OH:27][C:21]1[CH:20]=[CH:19][C:18]([S:15]([NH:13][N:14]=[C:5]2[C:4]3[C:8](=[CH:9][CH:10]=[C:2]([I:1])[CH:3]=3)[NH:7][C:6]2=[O:11])(=[O:16])=[O:17])=[CH:26][C:22]=1[C:23]([OH:25])=[O:24]. The yield is 0.590. (2) The reactants are [O:1]([C:8]1[CH:13]=[CH:12][C:11]([C:14]2[C:25]([C:26]([NH2:28])=[O:27])=[C:17]3[NH:18][C:19]4[CH2:24][CH2:23][NH:22][CH2:21][C:20]=4[N:16]3[N:15]=2)=[CH:10][CH:9]=1)[C:2]1[CH:7]=[CH:6][CH:5]=[CH:4][CH:3]=1.C([O-])([O-])=O.[K+].[K+].Br[CH2:36][CH:37]=[CH:38][C:39]#[N:40]. The catalyst is CC(C)=O. The product is [C:39](/[CH:38]=[CH:37]/[CH2:36][N:22]1[CH2:23][CH2:24][C:19]2[NH:18][C:17]3[N:16]([N:15]=[C:14]([C:11]4[CH:10]=[CH:9][C:8]([O:1][C:2]5[CH:7]=[CH:6][CH:5]=[CH:4][CH:3]=5)=[CH:13][CH:12]=4)[C:25]=3[C:26]([NH2:28])=[O:27])[C:20]=2[CH2:21]1)#[N:40]. The yield is 0.0600. (3) The reactants are [CH3:1][O:2][C:3](=[O:13])[CH2:4][CH2:5][CH2:6][CH:7]1[CH2:12][CH2:11][NH:10][CH2:9][CH2:8]1.Br[CH2:15][CH2:16][O:17][CH2:18][C:19]1[CH:24]=[CH:23][CH:22]=[CH:21][CH:20]=1.C(N(CC)CC)C. The catalyst is ClCCl. The product is [CH3:1][O:2][C:3](=[O:13])[CH2:4][CH2:5][CH2:6][CH:7]1[CH2:12][CH2:11][N:10]([CH2:15][CH2:16][O:17][CH2:18][C:19]2[CH:24]=[CH:23][CH:22]=[CH:21][CH:20]=2)[CH2:9][CH2:8]1. The yield is 0.420. (4) The reactants are Br[C:2]1[C:3]([OH:21])=[C:4]([NH:8][S:9]([CH2:12][C:13]2[CH:18]=[C:17]([Cl:19])[CH:16]=[C:15]([Cl:20])[CH:14]=2)(=[O:11])=[O:10])[CH:5]=[N:6][CH:7]=1.[Cu][C:23]#[N:24]. The catalyst is CN1C(=O)CCC1.CCOC(C)=O. The product is [C:23]([C:2]1[C:3]([OH:21])=[C:4]([NH:8][S:9]([CH2:12][C:13]2[CH:18]=[C:17]([Cl:19])[CH:16]=[C:15]([Cl:20])[CH:14]=2)(=[O:11])=[O:10])[CH:5]=[N:6][CH:7]=1)#[N:24]. The yield is 0.240. (5) The reactants are C(N(CC)CC)C.CS(O)(=O)=O.[C:13]1(=O)[O:18][C:16](=[O:17])[CH:15]=[CH:14]1.[NH2:20][C:21]1[CH:29]=[CH:28][C:24]([C:25]([OH:27])=[O:26])=[CH:23][CH:22]=1. The catalyst is C1(C)C=CC=CC=1. The product is [C:13]1(=[O:18])[N:20]([C:21]2[CH:29]=[CH:28][C:24]([C:25]([OH:27])=[O:26])=[CH:23][CH:22]=2)[C:16](=[O:17])[CH:15]=[CH:14]1. The yield is 0.640. (6) The reactants are C([O:3][P:4]([C:9]([C:36]#[N:37])([CH3:35])[CH2:10][C:11]([CH3:34])=[CH:12][CH2:13][C:14]1[C:15]([O:27]CC[Si](C)(C)C)=[C:16]2[C:20](=[C:21]([CH3:25])[C:22]=1[O:23][CH3:24])[CH2:19][O:18][C:17]2=[O:26])(=[O:8])[O:5]CC)C.C[Si](Br)(C)C.N1C(C)=CC=CC=1C. The yield is 0.330. The catalyst is CN(C=O)C.C(Cl)Cl. The product is [C:36]([C:9]([P:4](=[O:3])([OH:5])[OH:8])([CH3:35])[CH2:10][C:11]([CH3:34])=[CH:12][CH2:13][C:14]1[C:15]([OH:27])=[C:16]2[C:20](=[C:21]([CH3:25])[C:22]=1[O:23][CH3:24])[CH2:19][O:18][C:17]2=[O:26])#[N:37]. (7) The reactants are [Cl:1][C:2]1[C:3]([O:21][CH3:22])=[CH:4][CH:5]=[C:6]2[C:11]=1[N:10]=[C:9]([C:12]1[S:13][CH:14]=[C:15]([CH:17]([CH3:19])[CH3:18])[N:16]=1)[CH:8]=[C:7]2O.O=P(Cl)(Cl)[Cl:25]. No catalyst specified. The product is [Cl:25][C:7]1[C:6]2[C:11](=[C:2]([Cl:1])[C:3]([O:21][CH3:22])=[CH:4][CH:5]=2)[N:10]=[C:9]([C:12]2[S:13][CH:14]=[C:15]([CH:17]([CH3:19])[CH3:18])[N:16]=2)[CH:8]=1. The yield is 0.970. (8) The reactants are [F:1][C:2]1[CH:3]=[C:4]([CH:7]=[C:8]([F:10])[CH:9]=1)[CH:5]=O.C1(C)C=CC(S([O-])(=O)=O)=CC=1.[NH+]1C=CC=CC=1.[CH3:28][C:29]([S@:32]([NH2:34])=[O:33])([CH3:31])[CH3:30].[O-]S([O-])(=O)=O.[Mg+2]. The catalyst is C(Cl)Cl. The product is [F:1][C:2]1[CH:3]=[C:4]([CH:7]=[C:8]([F:10])[CH:9]=1)/[CH:5]=[N:34]/[S@@:32]([C:29]([CH3:31])([CH3:30])[CH3:28])=[O:33]. The yield is 0.290.